From a dataset of Full USPTO retrosynthesis dataset with 1.9M reactions from patents (1976-2016). Predict the reactants needed to synthesize the given product. (1) Given the product [NH2:8][C:5]1[CH:4]=[N:3][C:2]([N:11]2[CH2:16][CH2:15][CH2:14][CH:13]([NH:17][C:18](=[O:24])[O:19][C:20]([CH3:22])([CH3:21])[CH3:23])[CH2:12]2)=[N:7][CH:6]=1, predict the reactants needed to synthesize it. The reactants are: Cl[C:2]1[N:7]=[CH:6][C:5]([N+:8]([O-])=O)=[CH:4][N:3]=1.[NH:11]1[CH2:16][CH2:15][CH2:14][CH:13]([NH:17][C:18](=[O:24])[O:19][C:20]([CH3:23])([CH3:22])[CH3:21])[CH2:12]1. (2) Given the product [CH3:29][S:30]([CH2:33][CH2:34][CH2:35][N:21]([S:18]([N:15]1[C:12]2([CH2:14][CH2:13]2)[CH2:11][N:10]([C:4]2[C:5]3[CH:9]=[CH:8][NH:7][C:6]=3[N:1]=[CH:2][N:3]=2)[CH2:17][CH2:16]1)(=[O:19])=[O:20])[C:22](=[O:28])[O:23][C:24]([CH3:25])([CH3:27])[CH3:26])(=[O:32])=[O:31], predict the reactants needed to synthesize it. The reactants are: [N:1]1[C:6]2[NH:7][CH:8]=[CH:9][C:5]=2[C:4]([N:10]2[CH2:17][CH2:16][N:15]([S:18]([NH:21][C:22](=[O:28])[O:23][C:24]([CH3:27])([CH3:26])[CH3:25])(=[O:20])=[O:19])[C:12]3([CH2:14][CH2:13]3)[CH2:11]2)=[N:3][CH:2]=1.[CH3:29][S:30]([CH2:33][CH2:34][CH2:35]O)(=[O:32])=[O:31].C1(P(C2C=CC=CC=2)C2C=CC=CC=2)C=CC=CC=1.C(OC(/N=N\C(=O)OC(C)C)=O)(C)C. (3) Given the product [F:22][C:19]1[CH:20]=[CH:21][C:16]([C:15]([NH:14][C:11]2[CH:12]=[CH:13][C:8]([NH:7][C:4]3[C:3]([C:24]([NH2:26])=[O:25])=[C:2]([NH:1][CH2:31][C:30]4[CH:33]=[C:34]([CH3:37])[C:35]([OH:36])=[C:28]([CH3:27])[CH:29]=4)[NH:6][N:5]=3)=[CH:9][CH:10]=2)=[O:23])=[CH:17][CH:18]=1, predict the reactants needed to synthesize it. The reactants are: [NH2:1][C:2]1[NH:6][N:5]=[C:4]([NH:7][C:8]2[CH:13]=[CH:12][C:11]([NH:14][C:15](=[O:23])[C:16]3[CH:21]=[CH:20][C:19]([F:22])=[CH:18][CH:17]=3)=[CH:10][CH:9]=2)[C:3]=1[C:24]([NH2:26])=[O:25].[CH3:27][C:28]1[CH:29]=[C:30]([CH:33]=[C:34]([CH3:37])[C:35]=1[OH:36])[CH:31]=O.CN(C=O)C.[BH4-].[Na+]. (4) Given the product [O:37]=[C:9]1[C:10]2[C:15](=[CH:14][C:13]([C:17]3[CH:22]=[CH:21][C:20]([NH:23][C:24]([NH:26][C:27]4[CH:32]=[CH:31][CH:30]=[C:29]([C:33]([F:34])([F:35])[F:36])[CH:28]=4)=[O:25])=[CH:19][CH:18]=3)=[CH:12][CH:11]=2)[CH2:16][N:8]1[CH2:50][CH2:51][C:52]([O:54][CH2:55][CH3:56])=[O:53], predict the reactants needed to synthesize it. The reactants are: CC(C)[C@@H]([N:8]1[CH2:16][C:15]2[C:10](=[CH:11][CH:12]=[C:13]([C:17]3[CH:22]=[CH:21][C:20]([NH:23][C:24]([NH:26][C:27]4[CH:32]=[CH:31][CH:30]=[C:29]([C:33]([F:36])([F:35])[F:34])[CH:28]=4)=[O:25])=[CH:19][CH:18]=3)[CH:14]=2)[C:9]1=[O:37])C(OC)=O.BrC1C=C2C(=CC=1)C(=O)N([CH2:50][CH2:51][C:52]([O:54][CH2:55][CH3:56])=[O:53])C2.CC1(C)C(C)(C)OB(C2C=CC(NC(NC3C=CC=C(C(F)(F)F)C=3)=O)=CC=2)O1. (5) Given the product [Cl:19][C:20]1[C:28]([Cl:29])=[CH:27][CH:26]=[CH:25][C:21]=1[C:22]([NH:10][CH2:9][CH:8]([N:5]1[CH2:6][CH2:7][C:2]([F:1])([F:18])[CH2:3][CH2:4]1)[C:11]1[CH:12]=[N:13][C:14]([F:17])=[CH:15][CH:16]=1)=[O:23], predict the reactants needed to synthesize it. The reactants are: [F:1][C:2]1([F:18])[CH2:7][CH2:6][N:5]([CH:8]([C:11]2[CH:12]=[N:13][C:14]([F:17])=[CH:15][CH:16]=2)[CH2:9][NH2:10])[CH2:4][CH2:3]1.[Cl:19][C:20]1[C:28]([Cl:29])=[CH:27][CH:26]=[CH:25][C:21]=1[C:22](O)=[O:23].C1C=CC2N(O)N=NC=2C=1.CCN=C=NCCCN(C)C.Cl.CCN(C(C)C)C(C)C. (6) Given the product [CH3:8][C:9]1[CH:16]=[CH:15][C:12]([CH2:13][N:5]2[CH2:6][CH2:7][CH:2]([OH:1])[CH2:3][CH2:4]2)=[CH:11][CH:10]=1, predict the reactants needed to synthesize it. The reactants are: [OH:1][CH:2]1[CH2:7][CH2:6][NH:5][CH2:4][CH2:3]1.[CH3:8][C:9]1[CH:16]=[CH:15][C:12]([CH2:13]Cl)=[CH:11][CH:10]=1.C(=O)([O-])[O-].[K+].[K+]. (7) Given the product [O:21]=[C:18]1[NH:19][CH:20]=[C:15]([CH2:14][N:1]2[C:6]3[N:7]=[CH:8][CH:9]=[CH:10][C:5]=3[C:4](=[O:11])[O:3][C:2]2=[O:12])[CH:16]=[CH:17]1, predict the reactants needed to synthesize it. The reactants are: [NH:1]1[C:6]2[N:7]=[CH:8][CH:9]=[CH:10][C:5]=2[C:4](=[O:11])[O:3][C:2]1=[O:12].O[CH2:14][C:15]1[CH:16]=[CH:17][C:18](=[O:21])[NH:19][CH:20]=1. (8) The reactants are: [S:1]1[C:5]([C:6]2[C:7]([O:16][CH3:17])=[CH:8][C:9]([O:14][CH3:15])=[C:10]([CH:13]=2)[CH:11]=O)=[CH:4][C:3]2[CH:18]=[CH:19][CH:20]=[CH:21][C:2]1=2.[C:22]([C:25]1[CH:33]=[CH:32][C:28]([C:29]([OH:31])=[O:30])=[CH:27][CH:26]=1)(=[O:24])[CH3:23].CO.O(C)[Li]. Given the product [S:1]1[C:5]([C:6]2[C:7]([O:16][CH3:17])=[CH:8][C:9]([O:14][CH3:15])=[C:10](/[CH:11]=[CH:23]/[C:22]([C:25]3[CH:33]=[CH:32][C:28]([C:29]([OH:31])=[O:30])=[CH:27][CH:26]=3)=[O:24])[CH:13]=2)=[CH:4][C:3]2[CH:18]=[CH:19][CH:20]=[CH:21][C:2]1=2, predict the reactants needed to synthesize it. (9) The reactants are: [CH:1]1([O:6][C:7]2[CH:8]=[C:9]([CH:19]=[C:20]([O:22]CC3C=CC=CC=3)[CH:21]=2)[C:10]([NH:12][C:13]2[CH:17]=[CH:16][N:15]([CH3:18])[N:14]=2)=[O:11])[CH2:5][CH2:4][CH2:3][CH2:2]1. Given the product [CH:1]1([O:6][C:7]2[CH:8]=[C:9]([CH:19]=[C:20]([OH:22])[CH:21]=2)[C:10]([NH:12][C:13]2[CH:17]=[CH:16][N:15]([CH3:18])[N:14]=2)=[O:11])[CH2:5][CH2:4][CH2:3][CH2:2]1, predict the reactants needed to synthesize it.